Dataset: Catalyst prediction with 721,799 reactions and 888 catalyst types from USPTO. Task: Predict which catalyst facilitates the given reaction. Reactant: [F:1][C:2]1[CH:7]=[CH:6][C:5]([CH3:8])=[C:4]([N+:9]([O-:11])=[O:10])[CH:3]=1.[H-].[Na+].[C:14](OCC)(=[O:20])[C:15]([O:17][CH2:18][CH3:19])=[O:16].O. Product: [F:1][C:2]1[CH:7]=[CH:6][C:5]([CH2:8][C:14](=[O:20])[C:15]([O:17][CH2:18][CH3:19])=[O:16])=[C:4]([N+:9]([O-:11])=[O:10])[CH:3]=1. The catalyst class is: 7.